Dataset: Catalyst prediction with 721,799 reactions and 888 catalyst types from USPTO. Task: Predict which catalyst facilitates the given reaction. (1) Reactant: [F:1][C:2]([F:22])([F:21])[C:3]1[CH:4]=[C:5]([CH:14]=[C:15]([C:17]([F:20])([F:19])[F:18])[CH:16]=1)[C:6]([NH:8][CH2:9][CH2:10][C:11]([OH:13])=O)=[O:7].[Cl:23][C:24]1[CH:31]=[CH:30][C:27]([CH2:28][NH2:29])=[CH:26][CH:25]=1.O.ON1C2C=CC=CC=2N=N1.Cl.CN(C)CCCN=C=NCC.C(N(CC)C(C)C)(C)C. Product: [Cl:23][C:24]1[CH:31]=[CH:30][C:27]([CH2:28][NH:29][C:11](=[O:13])[CH2:10][CH2:9][NH:8][C:6](=[O:7])[C:5]2[CH:4]=[C:3]([C:2]([F:21])([F:1])[F:22])[CH:16]=[C:15]([C:17]([F:19])([F:20])[F:18])[CH:14]=2)=[CH:26][CH:25]=1. The catalyst class is: 56. (2) Reactant: [C:1]1([C:36]2[CH:41]=[CH:40][CH:39]=[CH:38][CH:37]=2)[CH:6]=[CH:5][CH:4]=[CH:3][C:2]=1[CH2:7][CH2:8][C:9]([N:11]1[CH2:16][CH2:15][N:14]([C:17](=O)[CH:18]([C:28]2[CH:33]=[CH:32][C:31]([F:34])=[CH:30][CH:29]=2)[CH:19]2[CH2:24][CH2:23][N:22]([CH:25]([CH3:27])[CH3:26])[CH2:21][CH2:20]2)[CH2:13][CH2:12]1)=O.[H-].[Al+3].[Li+].[H-].[H-].[H-].N. Product: [F:34][C:31]1[CH:32]=[CH:33][C:28]([CH:18]([CH:19]2[CH2:24][CH2:23][N:22]([CH:25]([CH3:27])[CH3:26])[CH2:21][CH2:20]2)[CH2:17][N:14]2[CH2:13][CH2:12][N:11]([CH2:9][CH2:8][CH2:7][C:2]3[CH:3]=[CH:4][CH:5]=[CH:6][C:1]=3[C:36]3[CH:41]=[CH:40][CH:39]=[CH:38][CH:37]=3)[CH2:16][CH2:15]2)=[CH:29][CH:30]=1. The catalyst class is: 7. (3) Reactant: N1C=CC=CC=1.[CH3:7][C@@H:8]1[O:13][C@@H:12]([O:14][C@@H:15]2[C:20]3=[C:21]([OH:38])[C:22]4[C:34](=[O:35])[C:33]5[C:28](=[CH:29][CH:30]=[CH:31][C:32]=5[O:36][CH3:37])[C:26](=[O:27])[C:23]=4[C:24]([OH:25])=[C:19]3[CH2:18][C@@:17]([OH:43])([C:39]([CH2:41][OH:42])=[O:40])[CH2:16]2)[CH2:11][C@H:10]([NH2:44])[C@@H:9]1[OH:45].Cl.C(N(CC)CC)C. Product: [CH3:7][C@@H:8]1[O:13][C@@H:12]([O:14][C@@H:15]2[C:20]3=[C:21]([OH:38])[C:22]4[C:34](=[O:35])[C:33]5[C:28](=[CH:29][CH:30]=[CH:31][C:32]=5[O:36][CH3:37])[C:26](=[O:27])[C:23]=4[C:24]([OH:25])=[C:19]3[CH2:18][C@@:17]([OH:43])([C:39]([CH2:41][OH:42])=[O:40])[CH2:16]2)[CH2:11][C@H:10]([NH2:44])[C@@H:9]1[OH:45]. The catalyst class is: 2. (4) Reactant: CS([O:5][C:6]1[CH:7]=[C:8]2[C:34](=[CH:35][C:36]=1[CH3:37])[O:33][C:11]1([CH2:20][C:19]([CH3:22])([CH3:21])[C:18]3[C:13](=[CH:14][C:15]([CH3:32])=[C:16]([O:23][CH2:24][CH2:25][CH2:26]OS(C)(=O)=O)[CH:17]=3)[O:12]1)[CH2:10][C:9]2([CH3:39])[CH3:38])(=O)=O.[NH:40]1[CH:44]=[CH:43][N:42]=[CH:41]1.[H-].[Na+].O. Product: [OH:5][C:6]1[CH:7]=[C:8]2[C:34](=[CH:35][C:36]=1[CH3:37])[O:33][C:11]1([CH2:20][C:19]([CH3:22])([CH3:21])[C:18]3[C:13](=[CH:14][C:15]([CH3:32])=[C:16]([O:23][CH2:24][CH2:25][CH2:26][N:40]4[CH:44]=[CH:43][N:42]=[CH:41]4)[CH:17]=3)[O:12]1)[CH2:10][C:9]2([CH3:38])[CH3:39]. The catalyst class is: 3.